Dataset: Full USPTO retrosynthesis dataset with 1.9M reactions from patents (1976-2016). Task: Predict the reactants needed to synthesize the given product. (1) The reactants are: [CH:1]12[O:6][CH:5]1[CH2:4][N:3]([C:7]([O:9][CH2:10][C:11]1[CH:16]=[CH:15][CH:14]=[CH:13][CH:12]=1)=[O:8])[CH2:2]2.[N-:17]=[N+:18]=[N-:19].[Na+]. Given the product [N:17]([CH:1]1[CH:5]([OH:6])[CH2:4][N:3]([C:7]([O:9][CH2:10][C:11]2[CH:16]=[CH:15][CH:14]=[CH:13][CH:12]=2)=[O:8])[CH2:2]1)=[N+:18]=[N-:19], predict the reactants needed to synthesize it. (2) Given the product [F:12][C:2]1([F:1])[O:6][C:5]2[CH:7]=[CH:8][C:9]([N:11]3[CH:32]=[C:22]([CH2:21][OH:20])[N:23]=[CH:26]3)=[CH:10][C:4]=2[O:3]1, predict the reactants needed to synthesize it. The reactants are: [F:1][C:2]1([F:12])[O:6][C:5]2[CH:7]=[CH:8][C:9]([NH2:11])=[CH:10][C:4]=2[O:3]1.C([O:20][CH2:21][CH3:22])(OCC)OCC.[N+:23]([CH2:26]C(OCC)=O)([O-])=O.[C:32](O)(=O)C. (3) Given the product [C:1]([O:5][C:6]([NH:8][C@@H:9]([C:17]([N:27]([CH2:20][C:21]1[CH:22]=[CH:23][CH:24]=[CH:25][CH:26]=1)[CH2:28][C:29]([O:31][CH2:32][CH3:33])=[O:30])=[O:19])[CH2:10][C:11]1[CH:12]=[N:13][CH:14]=[CH:15][CH:16]=1)=[O:7])([CH3:2])([CH3:3])[CH3:4], predict the reactants needed to synthesize it. The reactants are: [C:1]([O:5][C:6]([NH:8][C@@H:9]([C:17]([OH:19])=O)[CH2:10][C:11]1[CH:12]=[N:13][CH:14]=[CH:15][CH:16]=1)=[O:7])([CH3:4])([CH3:3])[CH3:2].[CH2:20]([NH:27][CH2:28][C:29]([O:31][CH2:32][CH3:33])=[O:30])[C:21]1[CH:26]=[CH:25][CH:24]=[CH:23][CH:22]=1.CCN=C=NCCCN(C)C.Cl.C1C=CC2N(O)N=NC=2C=1.C(=O)([O-])O.[Na+].